This data is from Full USPTO retrosynthesis dataset with 1.9M reactions from patents (1976-2016). The task is: Predict the reactants needed to synthesize the given product. (1) Given the product [C:1]([O:5][C:6]([N:8]1[CH2:12][C@H:11]([CH2:13][C@H:14]([CH2:18][C:19]2[CH:24]=[CH:23][C:22]([O:25][CH3:26])=[C:21]([O:27][CH2:28][CH2:29][CH2:30][O:31][CH3:32])[CH:20]=2)[CH:15]([CH3:16])[CH3:17])[C@@H:10]([CH2:33][N:34]([CH:35]2[CH2:36][CH2:37]2)[C:45](=[O:46])[CH2:44][C:38]2[CH:43]=[CH:42][CH:41]=[CH:40][CH:39]=2)[CH2:9]1)=[O:7])([CH3:3])([CH3:4])[CH3:2], predict the reactants needed to synthesize it. The reactants are: [C:1]([O:5][C:6]([N:8]1[CH2:12][C@H:11]([CH2:13][C@H:14]([CH2:18][C:19]2[CH:24]=[CH:23][C:22]([O:25][CH3:26])=[C:21]([O:27][CH2:28][CH2:29][CH2:30][O:31][CH3:32])[CH:20]=2)[CH:15]([CH3:17])[CH3:16])[C@@H:10]([CH2:33][NH:34][CH:35]2[CH2:37][CH2:36]2)[CH2:9]1)=[O:7])([CH3:4])([CH3:3])[CH3:2].[C:38]1([CH2:44][C:45](O)=[O:46])[CH:43]=[CH:42][CH:41]=[CH:40][CH:39]=1.O.ON1C2C=CC=CC=2N=N1.Cl.CN(C)CCCN=C=NCC.C(N(CC)CC)C. (2) Given the product [Cl:1][C:2]1[CH:3]=[CH:4][C:5]([CH2:8][CH2:9][CH:10]2[CH2:11][NH:12][CH:14]=[N:13]2)=[CH:6][CH:7]=1, predict the reactants needed to synthesize it. The reactants are: [Cl:1][C:2]1[CH:7]=[CH:6][C:5]([CH2:8][CH2:9][CH:10]([NH2:13])[CH2:11][NH2:12])=[CH:4][CH:3]=1.[C:14](O)(=O)C.C(N)=N. (3) Given the product [C:1]([O:5][C:6]([NH:8][C@H:9]([CH2:13][C:14]1[CH:19]=[CH:18][C:17]([Cl:20])=[CH:16][CH:15]=1)[C:10]([N:38]1[CH2:39][CH2:40][C:46]([CH:29]2[CH2:28][CH2:27][CH2:26][CH2:25][CH2:30]2)([C:48]([O:50][CH2:21][CH3:22])=[O:49])[CH2:43][CH2:41]1)=[O:12])=[O:7])([CH3:2])([CH3:3])[CH3:4], predict the reactants needed to synthesize it. The reactants are: [C:1]([O:5][C:6]([NH:8][C@H:9]([CH2:13][C:14]1[CH:19]=[CH:18][C:17]([Cl:20])=[CH:16][CH:15]=1)[C:10]([OH:12])=O)=[O:7])([CH3:4])([CH3:3])[CH3:2].[CH2:21](Cl)[CH2:22]Cl.[CH:25]1[CH:26]=[CH:27][C:28]2N(O)N=N[C:29]=2[CH:30]=1.C([N:38]([CH:41]([CH3:43])C)[CH2:39][CH3:40])(C)C.[C:48]([OH:50])(=[O:49])[CH2:46][C:46]([CH2:46][C:48]([OH:50])=[O:49])([C:48]([OH:50])=[O:49])O. (4) Given the product [N:9]([CH2:8][CH2:7][C@H:2]([NH:1][C:32](=[O:33])[CH2:31][CH2:30][CH2:29][CH2:28][CH2:27][CH2:26][CH2:25][CH2:24][CH2:23][CH2:22][CH2:21][CH2:20][CH2:19][CH2:18][C:17]([O:16][C:12]([CH3:14])([CH3:13])[CH3:15])=[O:35])[C:3]([O:5][CH3:6])=[O:4])=[N+:10]=[N-:11], predict the reactants needed to synthesize it. The reactants are: [NH2:1][C@@H:2]([CH2:7][CH2:8][N:9]=[N+:10]=[N-:11])[C:3]([O:5][CH3:6])=[O:4].[C:12]([O:16][C:17](=[O:35])[CH2:18][CH2:19][CH2:20][CH2:21][CH2:22][CH2:23][CH2:24][CH2:25][CH2:26][CH2:27][CH2:28][CH2:29][CH2:30][CH2:31][C:32](O)=[O:33])([CH3:15])([CH3:14])[CH3:13].CCN(C(C)C)C(C)C.CN(C(ON1N=NC2C=CC=CC1=2)=[N+](C)C)C.F[P-](F)(F)(F)(F)F. (5) Given the product [CH:1]1([C:4]2[CH:5]=[CH:6][C:7]([C:18]([NH:32][C:28]3([C:25]4[N:24]=[C:23]([CH3:22])[O:27][N:26]=4)[CH2:31][CH2:30][CH2:29]3)=[O:20])=[N:8][C:9]=2[O:10][CH2:11][C:12]2[CH:17]=[CH:16][CH:15]=[CH:14][N:13]=2)[CH2:2][CH2:3]1, predict the reactants needed to synthesize it. The reactants are: [CH:1]1([C:4]2[CH:5]=[CH:6][C:7]([C:18]([OH:20])=O)=[N:8][C:9]=2[O:10][CH2:11][C:12]2[CH:17]=[CH:16][CH:15]=[CH:14][N:13]=2)[CH2:3][CH2:2]1.Cl.[CH3:22][C:23]1[O:27][N:26]=[C:25]([C:28]2([NH2:32])[CH2:31][CH2:30][CH2:29]2)[N:24]=1. (6) Given the product [CH:19]([C:16]1[CH:17]=[CH:18][C:11]([O:5][CH:3]([CH3:4])[C:2]([F:7])([F:6])[F:1])=[C:12]([CH:15]=1)[C:13]#[N:14])=[O:20], predict the reactants needed to synthesize it. The reactants are: [F:1][C:2]([F:7])([F:6])[CH:3]([OH:5])[CH3:4].[H-].[Na+].F[C:11]1[CH:18]=[CH:17][C:16]([CH:19]=[O:20])=[CH:15][C:12]=1[C:13]#[N:14]. (7) The reactants are: [Br:1][C:2]1[C:10]2[N:9]=[N:8][N:7]([CH2:11][C:12]([CH3:15])([CH3:14])[CH3:13])[C:6]=2[CH:5]=[CH:4][C:3]=1[C:16]1[CH:17]=[CH:18][C:19]([CH2:23][OH:24])=[N+:20]([CH3:22])[CH:21]=1.[BH4-].[Na+]. Given the product [Br:1][C:2]1[C:10]2[N:9]=[N:8][N:7]([CH2:11][C:12]([CH3:13])([CH3:14])[CH3:15])[C:6]=2[CH:5]=[CH:4][C:3]=1[C:16]1[CH2:17][CH2:18][CH:19]([CH2:23][OH:24])[N:20]([CH3:22])[CH:21]=1, predict the reactants needed to synthesize it.